This data is from Reaction yield outcomes from USPTO patents with 853,638 reactions. The task is: Predict the reaction yield, written as a fraction of the theoretical maximum amount of product (1.0 means a 100% yield; for example, 0.34 means a 34% yield). (1) The reactants are [Br:1][C:2]1[CH:6]=[CH:5][N:4]([S:7]([C:10]2[CH:15]=[CH:14][CH:13]=[CH:12][CH:11]=2)(=[O:9])=[O:8])[C:3]=1[C:16]([O:18]C)=O.[Cl:20][C:21]1[CH:22]=[C:23]([CH:25]=[C:26]([Cl:28])[CH:27]=1)[NH2:24]. No catalyst specified. The product is [Br:1][C:2]1[CH:6]=[CH:5][N:4]([S:7]([C:10]2[CH:11]=[CH:12][CH:13]=[CH:14][CH:15]=2)(=[O:8])=[O:9])[C:3]=1[C:16]([NH:24][C:23]1[CH:22]=[C:21]([Cl:20])[CH:27]=[C:26]([Cl:28])[CH:25]=1)=[O:18]. The yield is 0.960. (2) The reactants are [CH:1]1([C@H:6]([NH:31][C:32]([O:34][C@@H:35]2[CH2:39][CH2:38][CH2:37][C@H:36]2[CH2:40][CH2:41][CH2:42][CH:43]=[CH2:44])=[O:33])[C:7]([N:9]2[CH2:17][C@H:16]([O:18][C:19]3[C:20](C=C)=[N:21][C:22]4[C:27]([CH:28]=3)=[CH:26][CH:25]=[CH:24][CH:23]=4)[CH2:15][C@H:10]2[C:11]([O:13][CH3:14])=[O:12])=[O:8])[CH2:5][CH2:4][CH2:3][CH2:2]1. The catalyst is ClCCCl. The product is [CH:1]1([C@H:6]2[C:7](=[O:8])[N:9]3[CH2:17][C@@H:16]([CH2:15][C@H:10]3[C:11]([O:13][CH3:14])=[O:12])[O:18][C:19]3[C:20](=[N:21][C:22]4[C:27]([CH:28]=3)=[CH:26][CH:25]=[CH:24][CH:23]=4)[CH:44]=[CH:43][CH2:42][CH2:41][CH2:40][C@@H:36]3[CH2:37][CH2:38][CH2:39][C@H:35]3[O:34][C:32](=[O:33])[NH:31]2)[CH2:2][CH2:3][CH2:4][CH2:5]1. The yield is 0.420. (3) The reactants are C([O:8][C:9]1[CH:14]=[CH:13][C:12]([CH2:15][CH2:16][CH2:17][CH2:18][CH2:19][S:20]([F:23])(=[O:22])=[O:21])=[CH:11][CH:10]=1)C1C=CC=CC=1.B(F)(F)F.CCOCC. The catalyst is C(S)(S)C. The product is [OH:8][C:9]1[CH:10]=[CH:11][C:12]([CH2:15][CH2:16][CH2:17][CH2:18][CH2:19][S:20]([F:23])(=[O:22])=[O:21])=[CH:13][CH:14]=1. The yield is 0.680. (4) The reactants are [H-].[Al+3].[Li+].[H-].[H-].[H-].[F:7][C:8]1[N:13]=[CH:12][C:11]([C:14]([CH3:23])([CH3:22])[C:15](OC(C)(C)C)=[O:16])=[CH:10][CH:9]=1.CCOC(C)=O. The catalyst is C1COCC1. The product is [F:7][C:8]1[N:13]=[CH:12][C:11]([C:14]([CH3:23])([CH3:22])[CH2:15][OH:16])=[CH:10][CH:9]=1. The yield is 1.00. (5) The reactants are [NH2:1][C:2]([CH3:6])([CH3:5])[CH2:3][OH:4].[H-].[Na+].[NH2:9][C:10]1[CH:17]=[CH:16][CH:15]=[C:14](F)[C:11]=1[C:12]#[N:13]. The catalyst is C1COCC1. The product is [NH2:9][C:10]1[CH:17]=[CH:16][CH:15]=[C:14]([O:4][CH2:3][C:2]([NH2:1])([CH3:6])[CH3:5])[C:11]=1[C:12]#[N:13]. The yield is 0.710. (6) The reactants are [F:1][C:2]1[CH:9]=[CH:8][C:5]([CH2:6][OH:7])=[CH:4][CH:3]=1.C1(P(C2C=CC=CC=2)C2C=CC=CC=2)C=CC=CC=1.[CH3:29][O:30][C:31]([C@@H:33]1[CH2:37][C:36](=[O:38])[N:35]([C:39]2[CH:44]=[CH:43][C:42](O)=[CH:41][CH:40]=2)[CH2:34]1)=[O:32].N(C(OC(C)C)=O)=NC(OC(C)C)=O. The catalyst is O1CCCC1. The product is [CH3:29][O:30][C:31]([C@@H:33]1[CH2:37][C:36](=[O:38])[N:35]([C:39]2[CH:44]=[CH:43][C:42]([O:7][CH2:6][C:5]3[CH:8]=[CH:9][C:2]([F:1])=[CH:3][CH:4]=3)=[CH:41][CH:40]=2)[CH2:34]1)=[O:32]. The yield is 0.950. (7) The reactants are Br[CH2:2][C:3]1[C:12]([O:13][CH3:14])=[CH:11][CH:10]=[CH:9][C:4]=1[C:5]([O:7][CH3:8])=[O:6].[CH3:15][O-:16].[Na+]. The catalyst is CO. The product is [CH3:14][O:13][C:12]1[C:3]([CH2:2][O:16][CH3:15])=[C:4]([CH:9]=[CH:10][CH:11]=1)[C:5]([O:7][CH3:8])=[O:6]. The yield is 0.770. (8) The yield is 0.620. The product is [CH3:1][CH:2]([CH3:31])[C:3]([NH:5][C:6]1[CH:7]=[CH:8][C:9]([C:12]2[CH:17]=[CH:16][N:15]=[C:14]([NH:18][C:19]3[CH:20]=[CH:21][C:22]([CH2:25][C:26]([OH:28])=[O:27])=[CH:23][CH:24]=3)[N:13]=2)=[CH:10][CH:11]=1)=[O:4]. The catalyst is O1CCOCC1.CCOC(C)=O.CC([O-])=O.CC([O-])=O.[Pd+2]. The reactants are [CH3:1][CH:2]([CH3:31])[C:3]([NH:5][C:6]1[CH:11]=[CH:10][C:9]([C:12]2[CH:17]=[CH:16][N:15]=[C:14]([NH:18][C:19]3[CH:24]=[CH:23][C:22]([CH2:25][C:26]([O:28]CC)=[O:27])=[CH:21][CH:20]=3)[N:13]=2)=[CH:8][CH:7]=1)=[O:4].ClC1N=C(C2C=CC(NC(=O)C(C)C)=CC=2)C=CN=1.C(OC(=O)CC1C=CC(N)=CC=1)C.C([O-])([O-])=O.[Cs+].[Cs+].C1C=CC(P(C2C(C3C(P(C4C=CC=CC=4)C4C=CC=CC=4)=CC=C4C=3C=CC=C4)=C3C(C=CC=C3)=CC=2)C2C=CC=CC=2)=CC=1.